This data is from CYP2C19 inhibition data for predicting drug metabolism from PubChem BioAssay. The task is: Regression/Classification. Given a drug SMILES string, predict its absorption, distribution, metabolism, or excretion properties. Task type varies by dataset: regression for continuous measurements (e.g., permeability, clearance, half-life) or binary classification for categorical outcomes (e.g., BBB penetration, CYP inhibition). Dataset: cyp2c19_veith. (1) The molecule is COc1ccc2c(c1)[nH]c1c(N3CCN(Cc4ccc5c(c4)OCO5)CC3)ncnc12. The result is 1 (inhibitor). (2) The drug is COCC(=O)N1CCN(c2ccc([N+](=O)[O-])cc2)CC1. The result is 0 (non-inhibitor). (3) The compound is O=C(CCN1CCc2ccccc2C1)Nc1ccc(F)cc1. The result is 1 (inhibitor). (4) The molecule is O=C(Nc1cccc(F)c1)N1CC[C@@]2(CCCN(C(=O)c3ccncc3)C2)C1. The result is 0 (non-inhibitor). (5) The molecule is CCN(CC)S(=O)(=O)c1ccc(NC(=O)COC(=O)c2ccc(Br)o2)cc1. The result is 1 (inhibitor). (6) The drug is CCOC(=O)c1c(NC(=O)Cn2nc([N+](=O)[O-])c(Br)c2C)sc2c1CCC(C)C2. The result is 1 (inhibitor). (7) The molecule is COc1ccccc1CNc1cc(-c2ccccc2C)ncn1. The result is 1 (inhibitor).